Predict which catalyst facilitates the given reaction. From a dataset of Catalyst prediction with 721,799 reactions and 888 catalyst types from USPTO. (1) Reactant: [Cl:1][C:2]1[CH:3]=[CH:4][C:5]([I:11])=[C:6]([CH:10]=1)[C:7](O)=[O:8]. Product: [Cl:1][C:2]1[CH:3]=[CH:4][C:5]([I:11])=[C:6]([CH2:7][OH:8])[CH:10]=1. The catalyst class is: 1. (2) Reactant: [C:1]([O:5][C:6](=[O:28])[NH:7][CH:8]([C:13]1[CH:18]=[CH:17][C:16]([F:19])=[C:15]([O:20][C:21]2[CH:26]=[CH:25][CH:24]=[CH:23][CH:22]=2)[C:14]=1[F:27])[CH2:9][N+:10]([O-])=O)([CH3:4])([CH3:3])[CH3:2]. Product: [C:1]([O:5][C:6](=[O:28])[NH:7][CH:8]([C:13]1[CH:18]=[CH:17][C:16]([F:19])=[C:15]([O:20][C:21]2[CH:26]=[CH:25][CH:24]=[CH:23][CH:22]=2)[C:14]=1[F:27])[CH2:9][NH2:10])([CH3:4])([CH3:2])[CH3:3]. The catalyst class is: 92. (3) Reactant: [Cl:1][C:2]1[CH:3]=[CH:4][C:5]([O:20][CH2:21][C:22]2[CH:27]=[CH:26][C:25]([Cl:28])=[CH:24][C:23]=2[F:29])=[C:6]([CH2:8][C:9]2[N:14]=[C:13]([C:15]([O:17]CC)=[O:16])[CH:12]=[CH:11][CH:10]=2)[CH:7]=1.[OH-].[Na+:31]. Product: [Cl:1][C:2]1[CH:3]=[CH:4][C:5]([O:20][CH2:21][C:22]2[CH:27]=[CH:26][C:25]([Cl:28])=[CH:24][C:23]=2[F:29])=[C:6]([CH2:8][C:9]2[N:14]=[C:13]([C:15]([O-:17])=[O:16])[CH:12]=[CH:11][CH:10]=2)[CH:7]=1.[Na+:31]. The catalyst class is: 40.